This data is from Catalyst prediction with 721,799 reactions and 888 catalyst types from USPTO. The task is: Predict which catalyst facilitates the given reaction. Reactant: Cl[C:2]1[N:7]2[N:8]=[CH:9][N:10]=[C:6]2[C:5]2[CH:11]=[C:12]([Cl:15])[CH:13]=[N:14][C:4]=2[N:3]=1.[N:16]1(C(OC(C)(C)C)=O)[CH2:21][CH2:20][NH:19][CH2:18][CH2:17]1. Product: [Cl:15][C:12]1[CH:13]=[N:14][C:4]2[N:3]=[C:2]([N:16]3[CH2:21][CH2:20][NH:19][CH2:18][CH2:17]3)[N:7]3[N:8]=[CH:9][N:10]=[C:6]3[C:5]=2[CH:11]=1. The catalyst class is: 3.